From a dataset of Catalyst prediction with 721,799 reactions and 888 catalyst types from USPTO. Predict which catalyst facilitates the given reaction. (1) Reactant: [CH3:1][O:2][C:3]([C:5]1[CH:12]=[CH:11][C:8]([CH:9]=[O:10])=[CH:7][CH:6]=1)=[O:4].[C:13]([O:17][C:18](=[O:21])[CH:19]=[CH2:20])([CH3:16])([CH3:15])[CH3:14].N12CCN(CC1)CC2. Product: [C:13]([O:17][C:18](=[O:21])[C:19](=[CH2:20])[CH:9]([OH:10])[C:8]1[CH:11]=[CH:12][C:5]([C:3]([O:2][CH3:1])=[O:4])=[CH:6][CH:7]=1)([CH3:16])([CH3:15])[CH3:14]. The catalyst class is: 175. (2) Reactant: Cl[C:2]1[C:11]2[N:12]=[C:13]([OH:24])[N:14]([CH2:15][C:16]3[CH:21]=[CH:20][C:19]([O:22][CH3:23])=[CH:18][CH:17]=3)[C:10]=2[C:9]2[CH:8]=[CH:7][CH:6]=[CH:5][C:4]=2[N:3]=1.[NH3:25]. Product: [NH2:25][C:2]1[C:11]2[N:12]=[C:13]([OH:24])[N:14]([CH2:15][C:16]3[CH:21]=[CH:20][C:19]([O:22][CH3:23])=[CH:18][CH:17]=3)[C:10]=2[C:9]2[CH:8]=[CH:7][CH:6]=[CH:5][C:4]=2[N:3]=1. The catalyst class is: 5. (3) Reactant: [Br:1][C:2]1[C:3]([CH3:10])=[CH:4][C:5]([NH:8][NH2:9])=[N:6][CH:7]=1.[C:11]([C:13]1[CH:18]=[CH:17][C:16]([C:19](=[CH:25]N(C)C)[C:20](OCC)=[O:21])=[CH:15][CH:14]=1)#[N:12].Cl.CCN(C(C)C)C(C)C. Product: [Br:1][C:2]1[C:3]([CH3:10])=[CH:4][C:5]([N:8]2[C:20]([OH:21])=[C:19]([C:16]3[CH:15]=[CH:14][C:13]([C:11]#[N:12])=[CH:18][CH:17]=3)[CH:25]=[N:9]2)=[N:6][CH:7]=1. The catalyst class is: 32. (4) Reactant: Cl.Cl.Cl.[S:4]1[C:8]2[CH:9]=[C:10]([NH:13][C:14]3[C:15]4[CH:22]=[C:21]([C:23]5[CH2:24][CH2:25][NH:26][CH2:27][CH:28]=5)[NH:20][C:16]=4[N:17]=[CH:18][N:19]=3)[CH:11]=[CH:12][C:7]=2[N:6]=[CH:5]1.[CH3:29][C:30]([CH3:36])([CH2:34][OH:35])[C:31](O)=[O:32].CN(C(ON1N=NC2C=CC=CC1=2)=[N+](C)C)C.[B-](F)(F)(F)F.C(N(CC)C(C)C)(C)C. Product: [OH:35][CH2:34][C:30]([CH3:36])([CH3:29])[C:31]([N:26]1[CH2:25][CH:24]=[C:23]([C:21]2[NH:20][C:16]3[N:17]=[CH:18][N:19]=[C:14]([NH:13][C:10]4[CH:11]=[CH:12][C:7]5[N:6]=[CH:5][S:4][C:8]=5[CH:9]=4)[C:15]=3[CH:22]=2)[CH2:28][CH2:27]1)=[O:32]. The catalyst class is: 3. (5) Reactant: [Cl-].[Al+3].[Cl-].[Cl-].CN(C)C=O.[C:10]([NH:13][C:14]1[CH:19]=[CH:18][CH:17]=[CH:16][CH:15]=1)(=[O:12])[CH3:11].[C:20]1(=[O:26])[O:25][C:23](=[O:24])[CH2:22][CH2:21]1. Product: [C:10]([NH:13][C:14]1[CH:19]=[CH:18][C:17]([C:20](=[O:26])[CH2:21][CH2:22][C:23]([OH:25])=[O:24])=[CH:16][CH:15]=1)(=[O:12])[CH3:11]. The catalyst class is: 33.